This data is from Catalyst prediction with 721,799 reactions and 888 catalyst types from USPTO. The task is: Predict which catalyst facilitates the given reaction. (1) Reactant: [CH3:1][CH:2]([C:4]1[S:5][CH:6]=[CH:7][CH:8]=1)O.CS([Cl:13])(=O)=O.S([O-])(=O)(=O)C.[CH3:19][O:20][C:21]1[CH:26]=[CH:25][C:24]([C:27]2[C:32]([CH3:33])=[C:31]([C:34]([F:37])([F:36])[F:35])[N:30]3[N:38]=[CH:39][C:40]([C:41]([N:43]4[CH2:48][CH2:47][NH:46][CH2:45][C@H:44]4[CH3:49])=[O:42])=[C:29]3[N:28]=2)=[CH:23][CH:22]=1. Product: [Cl:13][C:8]1[CH:7]=[CH:6][S:5][C:4]=1[CH:2]([N:46]1[CH2:47][CH2:48][N:43]([C:41]([C:40]2[CH:39]=[N:38][N:30]3[C:31]([C:34]([F:35])([F:37])[F:36])=[C:32]([CH3:33])[C:27]([C:24]4[CH:23]=[CH:22][C:21]([O:20][CH3:19])=[CH:26][CH:25]=4)=[N:28][C:29]=23)=[O:42])[C@H:44]([CH3:49])[CH2:45]1)[CH3:1]. The catalyst class is: 25. (2) Reactant: CC([O-])(C)C.[K+].O1[CH2:12][CH2:11][O:10][CH2:9][CH2:8]1.[NH2:13][C:14]1[S:15][C:16]([CH2:21][CH2:22][N:23]2CCOCC2)=[CH:17][C:18]=1[C:19]#[N:20].[C:29]([C:33]1[S:37][C:36]([C:38]#[N:39])=[CH:35][CH:34]=1)([CH3:32])([CH3:31])[CH3:30]. Product: [C:29]([C:33]1[S:37][C:36]([C:38]2[N:39]=[C:19]([NH2:20])[C:18]3[CH:17]=[C:16]([CH2:21][CH2:22][N:23]4[CH2:12][CH2:11][O:10][CH2:9][CH2:8]4)[S:15][C:14]=3[N:13]=2)=[CH:35][CH:34]=1)([CH3:32])([CH3:30])[CH3:31]. The catalyst class is: 1. (3) Reactant: [Br:1][C:2]1[CH:28]=[CH:27][C:5]([CH2:6][N:7]2[C:11]3[CH:12]=[C:13]([O:16]C)[CH:14]=[CH:15][C:10]=3[N:9]=[C:8]2[CH2:18][C:19]([CH3:26])([CH3:25])[C:20]([O:22][CH2:23][CH3:24])=[O:21])=[CH:4][CH:3]=1.B(Br)(Br)Br.C([O-])(O)=O.[Na+]. The catalyst class is: 2. Product: [Br:1][C:2]1[CH:3]=[CH:4][C:5]([CH2:6][N:7]2[C:11]3[CH:12]=[C:13]([OH:16])[CH:14]=[CH:15][C:10]=3[N:9]=[C:8]2[CH2:18][C:19]([CH3:25])([CH3:26])[C:20]([O:22][CH2:23][CH3:24])=[O:21])=[CH:27][CH:28]=1. (4) Reactant: [NH2:1][OH:2].[C:3]([C:5]1[CH:32]=[CH:31][C:8]([O:9][C:10]2[CH:11]=[C:12]([CH:22]=[C:23]([O:25][C@@H:26]([CH3:30])[CH2:27][O:28][CH3:29])[CH:24]=2)[C:13]([NH:15][C:16]2[CH:20]=[CH:19][N:18]([CH3:21])[N:17]=2)=[O:14])=[CH:7][CH:6]=1)#[N:4]. Product: [OH:2][NH:1][C:3](=[NH:4])[C:5]1[CH:32]=[CH:31][C:8]([O:9][C:10]2[CH:11]=[C:12]([CH:22]=[C:23]([O:25][C@@H:26]([CH3:30])[CH2:27][O:28][CH3:29])[CH:24]=2)[C:13]([NH:15][C:16]2[CH:20]=[CH:19][N:18]([CH3:21])[N:17]=2)=[O:14])=[CH:7][CH:6]=1. The catalyst class is: 8. (5) The catalyst class is: 1. Reactant: [NH2:1][C:2]1[CH:3]=[C:4]([CH:7]=[CH:8][CH:9]=1)[CH2:5][NH2:6].[F:10][C:11]([F:18])([F:17])[C:12](OCC)=[O:13]. Product: [NH2:1][C:2]1[CH:3]=[C:4]([CH:7]=[CH:8][CH:9]=1)[CH2:5][NH:6][C:12](=[O:13])[C:11]([F:18])([F:17])[F:10]. (6) Reactant: [Br:1][C:2]1[CH:3]=[CH:4][C:5]([NH2:8])=[N:6][CH:7]=1.BrC1C=CC(OC)=C(N[C:17](=[O:23])[O:18][C:19]([CH3:22])([CH3:21])[CH3:20])C=1.C(OCC)(=O)C.CCCCCCC.CO[C@@H]1[C@@H](C(OC)=O)[C@@H]2[C@@H](CN3[C@H](C2)C2NC4C=C(OC)C=CC=4C=2CC3)C[C@H]1OC(C1C=C(OC)C(OC)=C(OC)C=1)=O. Product: [Br:1][C:2]1[CH:3]=[CH:4][C:5]([NH:8][C:17](=[O:23])[O:18][C:19]([CH3:22])([CH3:21])[CH3:20])=[N:6][CH:7]=1. The catalyst class is: 10.